This data is from Forward reaction prediction with 1.9M reactions from USPTO patents (1976-2016). The task is: Predict the product of the given reaction. Given the reactants C([Li])CCC.[Br:6][C:7]1[N:16]=[C:10]2[CH:11]=[CH:12][CH:13]=[C:14](Br)[N:9]2[N:8]=1.[O:17]1[CH2:22][CH2:21][CH:20]([CH:23]=[O:24])[CH2:19][CH2:18]1, predict the reaction product. The product is: [Br:6][C:7]1[N:16]=[C:10]2[CH:11]=[CH:12][CH:13]=[C:14]([CH:23]([CH:20]3[CH2:21][CH2:22][O:17][CH2:18][CH2:19]3)[OH:24])[N:9]2[N:8]=1.